From a dataset of Forward reaction prediction with 1.9M reactions from USPTO patents (1976-2016). Predict the product of the given reaction. (1) The product is: [F:13][C:12]1[CH:11]=[C:2]([C:41]2[CH:40]=[N:39][N:38]([CH3:37])[CH:42]=2)[CH:3]=[CH:4][C:9]=1[NH:8][C:15]1[C:19]2[CH2:20][N:21]([C:22](=[O:58])[CH3:23])[CH2:35][CH2:36][C:31]=2[NH:17][N:16]=1. Given the reactants Br[C:2]1[C:11]([CH:12](F)[F:13])=C[CH:9]2[CH:4](CCC[N:8]2[C:15]2[C:19]3[CH2:20][N:21](C(OC(C)(C)C)=O)[CH2:22][CH2:23]C=3[N:17]([CH:31]3[CH2:36][CH2:35]OCC3)[N:16]=2)[CH:3]=1.[CH3:37][N:38]1[CH:42]=[C:41](B2OC(C)(C)C(C)(C)O2)[CH:40]=[N:39]1.C([O-])([O-])=O.[Na+].[Na+].[OH2:58], predict the reaction product. (2) The product is: [CH2:50]([O:52][C:53](=[O:59])[C:54]([CH3:58])([CH3:57])[CH2:55][NH:56][C:24]([C:14]1[C:13]([OH:27])=[C:12]2[C:17](=[C:16]([C:18]3[CH:19]=[N:20][CH:21]=[CH:22][CH:23]=3)[N:15]=1)[N:8]([CH2:1][C:2]1[CH:7]=[CH:6][CH:5]=[CH:4][CH:3]=1)[C:9](=[O:34])[C:10]([C:28]1[CH:29]=[CH:30][CH:31]=[CH:32][CH:33]=1)=[CH:11]2)=[O:26])[CH3:51]. Given the reactants [CH2:1]([N:8]1[C:17]2[C:12](=[C:13]([OH:27])[C:14]([C:24]([OH:26])=O)=[N:15][C:16]=2[C:18]2[CH:19]=[N:20][CH:21]=[CH:22][CH:23]=2)[CH:11]=[C:10]([C:28]2[CH:33]=[CH:32][CH:31]=[CH:30][CH:29]=2)[C:9]1=[O:34])[C:2]1[CH:7]=[CH:6][CH:5]=[CH:4][CH:3]=1.C1C=CC2N(O)N=NC=2C=1.C(Cl)CCl.Cl.[CH2:50]([O:52][C:53](=[O:59])[C:54]([CH3:58])([CH3:57])[CH2:55][NH2:56])[CH3:51].CCN(C(C)C)C(C)C, predict the reaction product.